Predict the reactants needed to synthesize the given product. From a dataset of Full USPTO retrosynthesis dataset with 1.9M reactions from patents (1976-2016). (1) Given the product [CH3:21][Si:20]([CH3:23])([CH3:22])[O:19][CH:18]([SiH2:24][CH2:3][CH2:2][CH2:1][O:4][CH2:5][CH2:6][O:7][CH:8]1[CH2:14][CH2:13][CH2:12][S:9]1(=[O:10])=[O:11])[O:17][Si:16]([CH3:26])([CH3:25])[CH3:15], predict the reactants needed to synthesize it. The reactants are: [CH2:1]([O:4][CH2:5][CH2:6][O:7][CH:8]1[CH2:14][CH2:13][CH2:12][S:9]1(=[O:11])=[O:10])[CH:2]=[CH2:3].[CH3:15][Si:16]([CH3:26])([CH3:25])[O:17][CH:18]([SiH3:24])[O:19][Si:20]([CH3:23])([CH3:22])[CH3:21]. (2) Given the product [I:26][C:16]1[CH:17]=[CH:18][C:19]2[N:7]([C:4]3[CH:5]=[CH:6][C:1]([C:20]4[CH:21]=[CH:22][CH:23]=[CH:24][CH:25]=4)=[CH:2][CH:3]=3)[C:8]3[C:13]([C:14]=2[CH:15]=1)=[CH:12][CH:11]=[CH:10][CH:9]=3, predict the reactants needed to synthesize it. The reactants are: [C:1]1([C:20]2[CH:25]=[CH:24][CH:23]=[CH:22][CH:21]=2)[CH:6]=[CH:5][C:4]([N:7]2[C:19]3[CH:18]=[CH:17][CH:16]=[CH:15][C:14]=3[C:13]3[C:8]2=[CH:9][CH:10]=[CH:11][CH:12]=3)=[CH:3][CH:2]=1.[I:26]N1C(=O)CCC1=O. (3) Given the product [C:63]([C:62]1[C:56]2[O:55][CH:54]([CH2:53][NH2:50])[CH2:58][C:57]=2[CH:59]=[C:60]([Cl:67])[CH:61]=1)([CH3:66])([CH3:64])[CH3:65], predict the reactants needed to synthesize it. The reactants are: CC1C=CC(S(OCC2CC3C=C(Cl)C=C(C(C)(C)C)C=3O2)(=O)=O)=CC=1.[N-]=[N+]=[N-].[Na+].N(CC1CC2C=C(Cl)C=C(C3C=CSC=3)C=2O1)=[N+]=[N-].[N:50]([CH2:53][CH:54]1[CH2:58][C:57]2[CH:59]=[C:60]([Cl:67])[CH:61]=[C:62]([C:63]([CH3:66])([CH3:65])[CH3:64])[C:56]=2[O:55]1)=[N+]=[N-].[N-]=[N+]=[N-].C1(P(C2C=CC=CC=2)C2C=CC=CC=2)C=CC=CC=1. (4) Given the product [Cl:31][C:27]1[CH:28]=[C:29]([F:30])[C:24]([CH:11]([C:12]2[C:20]3[C:15](=[C:16]([CH2:21][S:22][CH3:23])[CH:17]=[CH:18][CH:19]=3)[NH:14][CH:13]=2)[CH2:10][CH2:9][C:1]#[N:2])=[C:25]([F:32])[CH:26]=1, predict the reactants needed to synthesize it. The reactants are: [C-:1]#[N:2].[K+].CS(O[CH2:9][CH2:10][CH:11]([C:24]1[C:29]([F:30])=[CH:28][C:27]([Cl:31])=[CH:26][C:25]=1[F:32])[C:12]1[C:20]2[C:15](=[C:16]([CH2:21][S:22][CH3:23])[CH:17]=[CH:18][CH:19]=2)[NH:14][CH:13]=1)(=O)=O.C(OCC)(=O)C. (5) Given the product [S:31]1[C:32]2=[CH:33][N:34]=[N:35][CH:36]=[C:37]2[C:29]([C:16]2[O:15][C:14]3=[C:9]([NH2:8])[N:10]=[CH:11][CH:12]=[C:13]3[CH:17]=2)=[CH:30]1, predict the reactants needed to synthesize it. The reactants are: C(OC([N:8](C(OC(C)(C)C)=O)[C:9]1[N:10]=[CH:11][CH:12]=[C:13]2[CH:17]=[C:16](B(O)O)[O:15][C:14]=12)=O)(C)(C)C.Br[C:29]1[C:37]2[C:32](=[CH:33][N:34]=[N:35][CH:36]=2)[S:31][CH:30]=1.C(=O)([O-])[O-].[K+].[K+].Cl.C(=O)(O)[O-].[Na+].